From a dataset of Full USPTO retrosynthesis dataset with 1.9M reactions from patents (1976-2016). Predict the reactants needed to synthesize the given product. (1) Given the product [NH2:11][CH2:12][CH2:13][CH2:14][C:15]1[CH:16]=[CH:17][C:18]([CH2:21][CH2:22][CH2:23][NH2:24])=[N:19][CH:20]=1, predict the reactants needed to synthesize it. The reactants are: C(OC([NH:11][CH2:12][C:13]#[C:14][C:15]1[CH:16]=[CH:17][C:18]([C:21]#[C:22][CH2:23][NH:24]C(=O)OCC2C=CC=CC=2)=[N:19][CH:20]=1)=O)C1C=CC=CC=1.[H][H]. (2) Given the product [Cl:8][C:6]1[CH:7]=[C:2]([NH:28][C:25]2[CH:24]=[C:23]([CH3:22])[O:27][N:26]=2)[C:3]2[N:4]([C:9]([C:12]([NH:14][C:15]3[CH:20]=[CH:19][N:18]=[CH:17][C:16]=3[F:21])=[O:13])=[CH:10][N:11]=2)[N:5]=1, predict the reactants needed to synthesize it. The reactants are: Br[C:2]1[C:3]2[N:4]([C:9]([C:12]([NH:14][C:15]3[CH:20]=[CH:19][N:18]=[CH:17][C:16]=3[F:21])=[O:13])=[CH:10][N:11]=2)[N:5]=[C:6]([Cl:8])[CH:7]=1.[CH3:22][C:23]1[O:27][N:26]=[C:25]([NH2:28])[CH:24]=1.CC(C)([O-])C.[Na+]. (3) The reactants are: C[O:2][C:3]1[CH:8]=[CH:7][C:6]([C:9]2[C:10]3[C:15]([C:16]([C:23]4[CH:28]=[CH:27][C:26]([O:29]C)=[C:25]([N+:31]([O-:33])=[O:32])[CH:24]=4)=[C:17]4[C:22]=2[CH:21]=[CH:20][CH:19]=[CH:18]4)=[CH:14][CH:13]=[CH:12][CH:11]=3)=[CH:5][C:4]=1[N+:34]([O-:36])=[O:35]. Given the product [OH:2][C:3]1[CH:8]=[CH:7][C:6]([C:9]2[C:22]3[C:17]([C:16]([C:23]4[CH:28]=[CH:27][C:26]([OH:29])=[C:25]([N+:31]([O-:33])=[O:32])[CH:24]=4)=[C:15]4[C:10]=2[CH:11]=[CH:12][CH:13]=[CH:14]4)=[CH:18][CH:19]=[CH:20][CH:21]=3)=[CH:5][C:4]=1[N+:34]([O-:36])=[O:35], predict the reactants needed to synthesize it. (4) Given the product [NH2:1][C:4]1[CH:5]=[C:6]2[C:10](=[CH:11][CH:12]=1)[NH:9][N:8]=[C:7]2[NH:13][C:14](=[O:18])[CH2:15][CH2:16][CH3:17], predict the reactants needed to synthesize it. The reactants are: [N+:1]([C:4]1[CH:5]=[C:6]2[C:10](=[CH:11][CH:12]=1)[NH:9][N:8]=[C:7]2[NH:13][C:14](=[O:18])[CH2:15][CH2:16][CH3:17])([O-])=O.N.